This data is from Peptide-MHC class II binding affinity with 134,281 pairs from IEDB. The task is: Regression. Given a peptide amino acid sequence and an MHC pseudo amino acid sequence, predict their binding affinity value. This is MHC class II binding data. (1) The peptide sequence is YDTYKCIPSLEAAVK. The MHC is DRB1_1602 with pseudo-sequence DRB1_1602. The binding affinity (normalized) is 0.753. (2) The peptide sequence is RSPISNMVSMANNHM. The MHC is HLA-DPA10301-DPB10402 with pseudo-sequence HLA-DPA10301-DPB10402. The binding affinity (normalized) is 0.318. (3) The peptide sequence is PLGLLLKNLTTSSYV. The MHC is H-2-IAb with pseudo-sequence H-2-IAb. The binding affinity (normalized) is 0.340. (4) The peptide sequence is LNTITNLKVQLIRMA. The MHC is DRB1_0901 with pseudo-sequence DRB1_0901. The binding affinity (normalized) is 0.680.